Predict the reactants needed to synthesize the given product. From a dataset of Full USPTO retrosynthesis dataset with 1.9M reactions from patents (1976-2016). (1) Given the product [C:17]([NH:1][C:2]1[CH:3]=[CH:4][C:5]2[C:14]([CH:15]=1)=[N:13][C:12]1[C:7](=[CH:8][CH:9]=[CH:10][CH:11]=1)[C:6]=2[NH2:16])(=[O:19])[CH3:18], predict the reactants needed to synthesize it. The reactants are: [NH2:1][C:2]1[CH:3]=[CH:4][C:5]2[C:14]([CH:15]=1)=[N:13][C:12]1[C:7](=[CH:8][CH:9]=[CH:10][CH:11]=1)[C:6]=2[NH2:16].[C:17](OC(=O)C)(=[O:19])[CH3:18].C(N(CC)CC)C. (2) Given the product [Cl:46][C:47]1[CH:55]=[CH:54][C:50]([C:51]([NH:1][CH2:2][C:3]([O:5][CH2:6][C:7]2[CH:12]=[CH:11][CH:10]=[CH:9][CH:8]=2)=[O:4])=[O:52])=[CH:49][C:48]=1[N+:56]([O-:58])=[O:57], predict the reactants needed to synthesize it. The reactants are: [NH2:1][CH2:2][C:3]([O:5][CH2:6][C:7]1[CH:12]=[CH:11][CH:10]=[CH:9][CH:8]=1)=[O:4].C(N(CC)CC)C.[N+](C1C=C([N+]([O-])=O)C=CC=1C(NCC(OCC1C=CC=CC=1)=O)=O)([O-])=O.[Cl:46][C:47]1[CH:55]=[CH:54][C:50]([C:51](Cl)=[O:52])=[CH:49][C:48]=1[N+:56]([O-:58])=[O:57].